The task is: Predict the product of the given reaction.. This data is from Forward reaction prediction with 1.9M reactions from USPTO patents (1976-2016). (1) Given the reactants C[Si](C)(C)[N-][Si](C)(C)C.[Li+].[C:11]([N:14]([O:31][CH2:32][C:33]1[CH:38]=[CH:37][CH:36]=[CH:35][CH:34]=1)[C:15]1[C:20]([C:21]([O:23]CC)=O)=[C:19]([C:26]([O:28][CH2:29][CH3:30])=[O:27])[CH:18]=[CH:17][N:16]=1)(=[O:13])[CH3:12], predict the reaction product. The product is: [CH2:32]([O:31][N:14]1[C:15]2[N:16]=[CH:17][CH:18]=[C:19]([C:26]([O:28][CH2:29][CH3:30])=[O:27])[C:20]=2[C:21]([OH:23])=[CH:12][C:11]1=[O:13])[C:33]1[CH:38]=[CH:37][CH:36]=[CH:35][CH:34]=1. (2) Given the reactants [CH:1]1([N:7]([CH2:21][CH2:22][C:23]2[CH:28]=CC=C[CH:24]=2)[C:8](=[O:20])[NH:9][C:10]2[S:11][C:12]([S:15][CH2:16][C:17](O)=O)=[CH:13][N:14]=2)[CH2:6][CH2:5][CH2:4]CC1.C(=O)CC(C)C.C(N)CCC.C([O:42][C:43](=[O:53])C(SC1SC(N)=NC=1)C)C, predict the reaction product. The product is: [CH2:1]([N:7]([CH2:21][CH2:22][CH:23]([CH3:24])[CH3:28])[C:8](=[O:20])[NH:9][C:10]1[S:11][C:12]([S:15][CH2:16][CH2:17][C:43]([OH:53])=[O:42])=[CH:13][N:14]=1)[CH2:6][CH2:5][CH3:4]. (3) The product is: [Cl:23][C:18]1[CH:19]=[CH:20][CH:21]=[CH:22][C:17]=1[O:16][C:14]1[CH2:15][N:11]([CH:4]([CH2:5][CH2:6][C:7]([F:10])([F:9])[F:8])[C:3]([OH:25])=[O:2])[C:12](=[O:24])[CH:13]=1. Given the reactants C[O:2][C:3](=[O:25])[CH:4]([N:11]1[CH2:15][C:14]([O:16][C:17]2[CH:22]=[CH:21][CH:20]=[CH:19][C:18]=2[Cl:23])=[CH:13][C:12]1=[O:24])[CH2:5][CH2:6][C:7]([F:10])([F:9])[F:8].O1CCCC1.O.[OH-].[Li+], predict the reaction product. (4) Given the reactants C[O:2][C:3]1[CH:4]=[C:5]2[C:14]3[C:15](=[C:17]4[C:22](=[N:23][C:13]=3[C:12]3[CH:11]=[CH:10][CH:9]=[CH:8][C:7]=3[N:6]2[CH3:24])[CH:21]=[CH:20][CH:19]=[CH:18]4)[CH:16]=1.C1C=CC=CC=1.CO.C(=O)([O-])O.[Na+], predict the reaction product. The product is: [OH:2][C:3]1[CH:4]=[C:5]2[C:14]3[C:15](=[C:17]4[C:22](=[N:23][C:13]=3[C:12]3[CH:11]=[CH:10][CH:9]=[CH:8][C:7]=3[N:6]2[CH3:24])[CH:21]=[CH:20][CH:19]=[CH:18]4)[CH:16]=1. (5) Given the reactants [OH:1][C:2]1[CH:3]=[CH:4][C:5]([CH3:8])=[N:6][CH:7]=1.[OH-].[K+].[CH3:11]I.O, predict the reaction product. The product is: [CH3:11][O:1][C:2]1[CH:3]=[CH:4][C:5]([CH3:8])=[N:6][CH:7]=1.